This data is from Forward reaction prediction with 1.9M reactions from USPTO patents (1976-2016). The task is: Predict the product of the given reaction. Given the reactants [NH2:1][C:2]1[CH:10]=[C:9]2[C:5]([CH2:6][CH2:7][CH:8]2[CH2:11][N:12]2[CH2:17][CH2:16][CH:15]([N:18]3[C:26]4[C:21](=[CH:22][C:23]([Cl:27])=[CH:24][CH:25]=4)[CH:20]=[CH:19]3)[CH2:14][CH2:13]2)=[CH:4][CH:3]=1.[CH3:28][N:29]=[C:30]=[O:31], predict the reaction product. The product is: [Cl:27][C:23]1[CH:22]=[C:21]2[C:26](=[CH:25][CH:24]=1)[N:18]([CH:15]1[CH2:14][CH2:13][N:12]([CH2:11][CH:8]3[C:9]4[C:5](=[CH:4][CH:3]=[C:2]([NH:1][C:30]([NH:29][CH3:28])=[O:31])[CH:10]=4)[CH2:6][CH2:7]3)[CH2:17][CH2:16]1)[CH:19]=[CH:20]2.